This data is from Forward reaction prediction with 1.9M reactions from USPTO patents (1976-2016). The task is: Predict the product of the given reaction. Given the reactants C1N=CN(C(N2C=NC=C2)=O)C=1.[CH2:13]([O:15][P:16]([CH2:21][C:22]([OH:24])=O)([O:18][CH2:19][CH3:20])=[O:17])[CH3:14].[Cl:25][C:26]1[CH:27]=[C:28]([NH:41][C:42]2[C:43]3[CH:51]=[C:50]([NH2:52])[N:49]=[CH:48][C:44]=3[N:45]=[CH:46][N:47]=2)[CH:29]=[CH:30][C:31]=1[O:32][CH2:33][C:34]1[CH:39]=[CH:38][CH:37]=[C:36]([Cl:40])[CH:35]=1.CC(N(C)C)=O, predict the reaction product. The product is: [Cl:25][C:26]1[CH:27]=[C:28]([NH:41][C:42]2[C:43]3[CH:51]=[C:50]([NH:52][C:22](=[O:24])[CH2:21][P:16](=[O:17])([O:15][CH2:13][CH3:14])[O:18][CH2:19][CH3:20])[N:49]=[CH:48][C:44]=3[N:45]=[CH:46][N:47]=2)[CH:29]=[CH:30][C:31]=1[O:32][CH2:33][C:34]1[CH:39]=[CH:38][CH:37]=[C:36]([Cl:40])[CH:35]=1.